Predict the reactants needed to synthesize the given product. From a dataset of Full USPTO retrosynthesis dataset with 1.9M reactions from patents (1976-2016). (1) Given the product [N+:8]([C:5]1[CH:6]=[CH:7][C:2]([C:14]#[C:13][CH2:12][CH2:11][OH:15])=[N:3][CH:4]=1)([O-:10])=[O:9], predict the reactants needed to synthesize it. The reactants are: Br[C:2]1[CH:7]=[CH:6][C:5]([N+:8]([O-:10])=[O:9])=[CH:4][N:3]=1.[CH2:11]([OH:15])[CH2:12][C:13]#[CH:14].C(N(CC)CC)C. (2) Given the product [CH3:22][C:10]1[CH:15]=[C:14]([CH3:16])[CH:13]=[C:12]([CH3:17])[C:11]=1[S:18]([N:1]1[C:9]2[CH:8]=[CH:7][N:6]=[CH:5][C:4]=2[CH:3]=[CH:2]1)(=[O:19])=[O:20], predict the reactants needed to synthesize it. The reactants are: [NH:1]1[C:9]2[CH:8]=[CH:7][N:6]=[CH:5][C:4]=2[CH:3]=[CH:2]1.[C:10]1([CH3:22])[CH:15]=[C:14]([CH3:16])[CH:13]=[C:12]([CH3:17])[C:11]=1[S:18](Cl)(=[O:20])=[O:19].[H-].[Na+].